Predict the product of the given reaction. From a dataset of Forward reaction prediction with 1.9M reactions from USPTO patents (1976-2016). (1) Given the reactants [I:1][C:2]1[C:10]2[C:5](=[N:6][CH:7]=[N:8][C:9]=2[NH2:11])[NH:4][N:3]=1.[F:12][C:13]1([F:27])[CH2:17][N:16]([C:18]([O:20][C:21]([CH3:24])([CH3:23])[CH3:22])=[O:19])[C@H:15]([CH2:25]O)[CH2:14]1.C1COCC1.CC(OC(/N=N/C(OC(C)C)=O)=O)C, predict the reaction product. The product is: [NH2:11][C:9]1[N:8]=[CH:7][N:6]=[C:5]2[N:4]([CH2:25][C@@H:15]3[CH2:14][C:13]([F:27])([F:12])[CH2:17][N:16]3[C:18]([O:20][C:21]([CH3:22])([CH3:24])[CH3:23])=[O:19])[N:3]=[C:2]([I:1])[C:10]=12. (2) Given the reactants C1(S([N:10]2[C:14]3[N:15]=[CH:16][N:17]=[C:18]([O:19][CH3:20])[C:13]=3[C:12](I)=[CH:11]2)(=O)=O)C=CC=CC=1.C(OC(=O)[N:28]([CH2:38][C:39]1[CH:44]=[CH:43][CH:42]=[CH:41][C:40]=1[Cl:45])[C:29]1[CH:34]=[CH:33][C:32]([CH:35]=O)=[C:31]([F:37])[N:30]=1)(C)(C)C, predict the reaction product. The product is: [Cl:45][C:40]1[CH:41]=[CH:42][CH:43]=[CH:44][C:39]=1[CH2:38][NH:28][C:29]1[CH:34]=[CH:33][C:32]([CH2:35][C:12]2[C:13]3[C:18]([O:19][CH3:20])=[N:17][CH:16]=[N:15][C:14]=3[NH:10][CH:11]=2)=[C:31]([F:37])[N:30]=1.